From a dataset of Peptide-MHC class I binding affinity with 185,985 pairs from IEDB/IMGT. Regression. Given a peptide amino acid sequence and an MHC pseudo amino acid sequence, predict their binding affinity value. This is MHC class I binding data. (1) The binding affinity (normalized) is 0. The MHC is HLA-A24:02 with pseudo-sequence HLA-A24:02. The peptide sequence is RVIPVYQVN. (2) The MHC is HLA-B53:01 with pseudo-sequence HLA-B53:01. The binding affinity (normalized) is 0.0680. The peptide sequence is GSVNVVYTF. (3) The peptide sequence is RAYRNALSM. The MHC is HLA-B27:20 with pseudo-sequence HLA-B27:20. The binding affinity (normalized) is 1.00. (4) The peptide sequence is ESLETLMLV. The MHC is HLA-A68:02 with pseudo-sequence HLA-A68:02. The binding affinity (normalized) is 0.530. (5) The peptide sequence is EEMPLVWDL. The MHC is HLA-A11:01 with pseudo-sequence HLA-A11:01. The binding affinity (normalized) is 0.0847.